Dataset: Full USPTO retrosynthesis dataset with 1.9M reactions from patents (1976-2016). Task: Predict the reactants needed to synthesize the given product. Given the product [CH3:14][S:11]([C:8]1[C:7]2[N:6]([C@@H:15]([CH:22]3[CH2:23][CH2:24][O:25][CH2:26][CH2:27]3)[C:16]3[CH:17]=[CH:18][CH:19]=[CH:20][CH:21]=3)[C:5]3[CH:28]=[C:29]([C:32]4[N:36]([CH3:37])[N:35]=[N:34][C:33]=4[CH3:38])[CH:30]=[N:31][C:4]=3[C:3]=2[C:2]([O:45][CH3:44])=[CH:10][CH:9]=1)(=[O:13])=[O:12], predict the reactants needed to synthesize it. The reactants are: F[C:2]1[C:3]2[C:4]3[N:31]=[CH:30][C:29]([C:32]4[N:36]([CH3:37])[N:35]=[N:34][C:33]=4[CH3:38])=[CH:28][C:5]=3[N:6]([C@@H:15]([CH:22]3[CH2:27][CH2:26][O:25][CH2:24][CH2:23]3)[C:16]3[CH:21]=[CH:20][CH:19]=[CH:18][CH:17]=3)[C:7]=2[C:8]([S:11]([CH3:14])(=[O:13])=[O:12])=[CH:9][CH:10]=1.C[O-].[Na+].C(O)(=O)C[C:44](CC(O)=O)(C(O)=O)[OH:45].